Predict the product of the given reaction. From a dataset of Forward reaction prediction with 1.9M reactions from USPTO patents (1976-2016). (1) Given the reactants [CH2:1]([C:3]1[C:4]([NH:12][C@@H:13]2[C:21]3[C:16](=[CH:17][CH:18]=[CH:19][CH:20]=3)[CH2:15][C@@H:14]2[OH:22])=[N:5][C:6]([CH2:10][CH3:11])=[C:7](I)[N:8]=1)[CH3:2].C([O-])([O-])=O.[Cs+].[Cs+].[OH:29][C:30]1[CH:35]=[C:34]([CH3:36])[CH:33]=[CH:32][N:31]=1.CNCCNC, predict the reaction product. The product is: [CH2:1]([C:3]1[C:4]([NH:12][C@@H:13]2[C:21]3[C:16](=[CH:17][CH:18]=[CH:19][CH:20]=3)[CH2:15][C@@H:14]2[OH:22])=[N:5][C:6]([CH2:10][CH3:11])=[C:7]([O:29][C:30]2[CH:35]=[C:34]([CH3:36])[CH:33]=[CH:32][N:31]=2)[N:8]=1)[CH3:2]. (2) Given the reactants Cl[C:2]1[S:3][C:4]([C:7]2[CH:8]=[CH:9][C:10]([C:13]#N)=[N:11][CH:12]=2)=[CH:5][N:6]=1.[N:15]1([CH2:21][C:22]2[CH:27]=[CH:26][N:25]=[C:24]([NH2:28])[CH:23]=2)[CH2:20][CH2:19][O:18][CH2:17][CH2:16]1.[H-].[Na+], predict the reaction product. The product is: [CH3:13][C:10]1[N:11]=[CH:12][C:7]([C:4]2[S:3][C:2]([NH:28][C:24]3[CH:23]=[C:22]([CH2:21][N:15]4[CH2:20][CH2:19][O:18][CH2:17][CH2:16]4)[CH:27]=[CH:26][N:25]=3)=[N:6][CH:5]=2)=[CH:8][CH:9]=1. (3) The product is: [CH3:3][N:4]([CH3:11])[CH:5]1[CH2:10][CH2:9][N:8]([C:13]2[CH:18]=[CH:17][C:16]([N+:19]([O-:21])=[O:20])=[CH:15][CH:14]=2)[CH2:7][CH2:6]1. Given the reactants Cl.Cl.[CH3:3][N:4]([CH3:11])[CH:5]1[CH2:10][CH2:9][NH:8][CH2:7][CH2:6]1.F[C:13]1[CH:18]=[CH:17][C:16]([N+:19]([O-:21])=[O:20])=[CH:15][CH:14]=1.Cl, predict the reaction product. (4) Given the reactants [Br:1][C:2]1[CH:8]=[C:7](I)[C:5]([NH2:6])=[C:4]([F:10])[C:3]=1[Cl:11].[C:12]([Si:14]([CH3:17])([CH3:16])[CH3:15])#[CH:13].CCN(CC)CC, predict the reaction product. The product is: [Br:1][C:2]1[CH:8]=[C:7]([C:13]#[C:12][Si:14]([CH3:17])([CH3:16])[CH3:15])[C:5]([NH2:6])=[C:4]([F:10])[C:3]=1[Cl:11]. (5) Given the reactants [Br:1][C:2]1[CH:7]=[CH:6][C:5]([CH2:8][C@H:9]([NH:12][C:13](=[O:19])[O:14][C:15]([CH3:18])([CH3:17])[CH3:16])[CH2:10]O)=[CH:4][CH:3]=1.C1(P(C2C=CC=CC=2)C2C=CC=CC=2)C=CC=CC=1.[C:39]1(=[O:49])[NH:43][C:42](=[O:44])[C:41]2=[CH:45][CH:46]=[CH:47][CH:48]=[C:40]12.N(C([O-])=O)=NC([O-])=O, predict the reaction product. The product is: [Br:1][C:2]1[CH:7]=[CH:6][C:5]([CH2:8][C@H:9]([NH:12][C:13](=[O:19])[O:14][C:15]([CH3:18])([CH3:17])[CH3:16])[CH2:10][N:43]2[C:39](=[O:49])[C:40]3[C:41](=[CH:45][CH:46]=[CH:47][CH:48]=3)[C:42]2=[O:44])=[CH:4][CH:3]=1. (6) Given the reactants C([O:9][CH2:10][CH2:11][O:12][CH2:13][CH2:14][N:15]1[C:23]2[C:22]([NH:24][C:25]3[CH:26]=[N:27][C:28]([O:32][C:33]4[CH:38]=[CH:37][CH:36]=[C:35]([C:39]([F:42])([F:41])[F:40])[CH:34]=4)=[C:29]([Cl:31])[CH:30]=3)=[N:21][CH:20]=[N:19][C:18]=2[CH:17]=[CH:16]1)(=O)C1C=CC=CC=1.[OH-].[Na+], predict the reaction product. The product is: [Cl:31][C:29]1[CH:30]=[C:25]([NH:24][C:22]2[C:23]3[N:15]([CH2:14][CH2:13][O:12][CH2:11][CH2:10][OH:9])[CH:16]=[CH:17][C:18]=3[N:19]=[CH:20][N:21]=2)[CH:26]=[N:27][C:28]=1[O:32][C:33]1[CH:38]=[CH:37][CH:36]=[C:35]([C:39]([F:40])([F:41])[F:42])[CH:34]=1. (7) Given the reactants [CH3:1][C@H:2]1[CH2:8][CH:7]2[CH:5]([O:6]2)[CH2:4][O:3]1.[C:9]1([C@H:15]([NH2:17])[CH3:16])[CH:14]=[CH:13][CH:12]=[CH:11][CH:10]=1, predict the reaction product. The product is: [CH3:1][C@@H:2]1[O:3][CH2:4][C@H:5]([OH:6])[C@@H:7]([NH:17][C@H:15]([C:9]2[CH:14]=[CH:13][CH:12]=[CH:11][CH:10]=2)[CH3:16])[CH2:8]1. (8) Given the reactants [CH2:1]([O:3][C:4]([C@@H:6]1[C@@H:8]([C:9](=[O:24])[NH:10][C@@H:11]([CH2:18][C:19]2[N:20]=[CH:21][S:22][CH:23]=2)[C:12](=[O:17])[NH:13][CH2:14][C:15]#[CH:16])[O:7]1)=[O:5])[CH3:2].[N:25]([C:28]1[CH:33]=[CH:32][C:31]([S:34]([NH2:37])(=[O:36])=[O:35])=[CH:30][CH:29]=1)=[N+:26]=[N-:27].CCCC[Sn](OC(C)=O)(CCCC)CCCC, predict the reaction product. The product is: [CH2:1]([O:3][C:4]([C@@H:6]1[C@@H:8]([C:9](=[O:24])[NH:10][C@@H:11]([CH2:18][C:19]2[N:20]=[CH:21][S:22][CH:23]=2)[C:12](=[O:17])[NH:13][CH2:14][C:15]2[N:27]=[N:26][N:25]([C:28]3[CH:29]=[CH:30][C:31]([S:34](=[O:36])(=[O:35])[NH2:37])=[CH:32][CH:33]=3)[CH:16]=2)[O:7]1)=[O:5])[CH3:2]. (9) The product is: [Si:16]([O:1][C:2]1[CH:3]=[C:4]2[C:9](=[CH:10][CH:11]=1)[CH:8]=[C:7]([C:12]([O:14][CH3:15])=[O:13])[CH:6]=[CH:5]2)([C:19]([CH3:22])([CH3:21])[CH3:20])([CH3:18])[CH3:17]. Given the reactants [OH:1][C:2]1[CH:3]=[C:4]2[C:9](=[CH:10][CH:11]=1)[CH:8]=[C:7]([C:12]([O:14][CH3:15])=[O:13])[CH:6]=[CH:5]2.[Si:16](Cl)([C:19]([CH3:22])([CH3:21])[CH3:20])([CH3:18])[CH3:17].N1C=CN=C1, predict the reaction product. (10) Given the reactants [C:1]1(C2(C(O)=O)CCCC2)C=CC=CC=1.[CH3:15][CH:16]([CH3:46])[CH:17]([C:40]1[CH:45]=[CH:44][CH:43]=[CH:42][CH:41]=1)[C:18]([NH:20][C@@H:21]1[C@H:28]2[C@H:24]([CH2:25][N:26]([CH2:29][C:30]3[CH:35]=[CH:34][CH:33]=[C:32]([C:36]([F:39])([F:38])[F:37])[CH:31]=3)[CH2:27]2)[CH2:23][CH2:22]1)=[O:19].C(N1C[C@H]2C(N)CC[C@H]2C1)C1C=CC=CC=1, predict the reaction product. The product is: [CH3:15][C:16]([CH3:1])([CH3:46])[CH:17]([C:40]1[CH:45]=[CH:44][CH:43]=[CH:42][CH:41]=1)[C:18]([NH:20][C@H:21]1[C@H:28]2[C@H:24]([CH2:25][N:26]([CH2:29][C:30]3[CH:35]=[CH:34][CH:33]=[C:32]([C:36]([F:37])([F:38])[F:39])[CH:31]=3)[CH2:27]2)[CH2:23][CH2:22]1)=[O:19].